This data is from Catalyst prediction with 721,799 reactions and 888 catalyst types from USPTO. The task is: Predict which catalyst facilitates the given reaction. (1) Reactant: [Cl:1][C:2]1[CH:3]=[CH:4][C:5]2[N:6]([N:8]=[C:9]([N:11]([C:24]3[CH:29]=[CH:28][C:27]([S:30]([CH3:33])(=[O:32])=[O:31])=[CH:26][C:25]=3[O:34][CH3:35])[C:12](=[O:23])[O:13]C3C=CC([N+]([O-])=O)=CC=3)[N:10]=2)[CH:7]=1.C(=O)([O-])[O-].[Cs+].[Cs+].[C:42]([O:46][C:47](=[O:53])[N:48]([CH2:50][CH2:51]O)[CH3:49])([CH3:45])([CH3:44])[CH3:43].O. Product: [Cl:1][C:2]1[CH:3]=[CH:4][C:5]2[N:6]([N:8]=[C:9]([N:11]([C:24]3[CH:29]=[CH:28][C:27]([S:30]([CH3:33])(=[O:32])=[O:31])=[CH:26][C:25]=3[O:34][CH3:35])[C:12](=[O:23])[O:13][CH2:51][CH2:50][N:48]([C:47]([O:46][C:42]([CH3:43])([CH3:45])[CH3:44])=[O:53])[CH3:49])[N:10]=2)[CH:7]=1. The catalyst class is: 3. (2) Reactant: [CH2:1]([N:8]([CH2:18][C:19]1[CH:24]=[CH:23][CH:22]=[CH:21][CH:20]=1)[CH2:9][C@@H:10]([F:17])[C:11](N(OC)C)=[O:12])[C:2]1[CH:7]=[CH:6][CH:5]=[CH:4][CH:3]=1.[CH3:25][Mg]Br. Product: [CH2:1]([N:8]([CH2:18][C:19]1[CH:24]=[CH:23][CH:22]=[CH:21][CH:20]=1)[CH2:9][C@@H:10]([F:17])[C:11](=[O:12])[CH3:25])[C:2]1[CH:7]=[CH:6][CH:5]=[CH:4][CH:3]=1. The catalyst class is: 1. (3) Reactant: S(=O)(=O)(O)O.[N+]([O-])(O)=O.[C:10]1(O)[CH:15]=[CH:14][CH:13]=[CH:12][CH:11]=1.[N+]([C:20]1C=CC(O)=C[CH:21]=1)([O-])=O.[N+]([C:30]1C([N+]([O-])=O)=C(O)C=C[CH:35]=1)([O-])=O.[CH:40]1[C:41]([N+]([O-])=O)=[CH:42][C:43]([N+]([O-])=O)=[C:44]([OH:49])[C:45]=1[N+]([O-])=O.[N+]([C:59]1C([N+]([O-])=O)=C([N+]([O-])=O)C([N+]([O-])=O)=C(O)[CH:64]=1)([O-])=O. Product: [CH:20]([C:10]1[CH:15]=[CH:14][CH:13]=[CH:12][C:11]=1[CH:30]=[CH2:35])=[CH2:21].[CH:59]([C:43]1[CH:42]=[CH:41][CH:40]=[CH:45][C:44]=1[OH:49])=[CH2:64]. The catalyst class is: 72. (4) Reactant: Br.[Br:2][C:3]1[CH:8]=[CH:7][C:6]([N:9]2[CH2:14][CH2:13][CH:12]([N:15]([CH3:30])[C:16]([N:18]3[CH:22]=[C:21]([C:23]4[CH:28]=[CH:27][CH:26]=[C:25]([OH:29])[CH:24]=4)[N:20]=[CH:19]3)=[O:17])[CH2:11][CH2:10]2)=[CH:5][C:4]=1[O:31][CH3:32].[S:33](Cl)(=[O:36])(=[O:35])[NH2:34]. Product: [S:33](=[O:36])(=[O:35])([O:29][C:25]1[CH:26]=[CH:27][CH:28]=[C:23]([C:21]2[N:20]=[CH:19][N:18]([C:16](=[O:17])[N:15]([CH:12]3[CH2:13][CH2:14][N:9]([C:6]4[CH:7]=[CH:8][C:3]([Br:2])=[C:4]([O:31][CH3:32])[CH:5]=4)[CH2:10][CH2:11]3)[CH3:30])[CH:22]=2)[CH:24]=1)[NH2:34]. The catalyst class is: 80. (5) The catalyst class is: 4. Reactant: CS(C)=O.C(Cl)(=O)C(Cl)=O.[Cl:11][CH2:12][C:13]([NH:15][CH:16]([CH3:19])[CH2:17][OH:18])=[O:14].C(N(CC)CC)C. Product: [Cl:11][CH2:12][C:13]([NH:15][CH:16]([CH3:19])[CH:17]=[O:18])=[O:14]. (6) Reactant: O=[C:2]([C:14]1[CH:19]=[CH:18][CH:17]=[CH:16][CH:15]=1)[CH:3]([C:8]1[CH:13]=[CH:12][CH:11]=[CH:10][CH:9]=1)[C:4](OC)=[O:5].[CH3:20][NH:21][NH2:22]. The catalyst class is: 8. Product: [CH3:20][N:21]1[C:4]([OH:5])=[C:3]([C:8]2[CH:13]=[CH:12][CH:11]=[CH:10][CH:9]=2)[C:2]([C:14]2[CH:19]=[CH:18][CH:17]=[CH:16][CH:15]=2)=[N:22]1. (7) Reactant: [C:1]([NH:5][C:6]([C:8]1[C:9]([C:21]2[S:22][C:23]3[CH2:29][CH2:28][CH2:27][CH2:26][C:24]=3[N:25]=2)=[N:10][N:11](COCC[Si](C)(C)C)[CH:12]=1)=[O:7])([CH3:4])(C)C.F[C:31](F)(F)[C:32](O)=O.CO.[OH-].[NH4+]. Product: [CH2:1]([NH:5][C:6]([C:8]1[C:9]([C:21]2[S:22][C:23]3[CH2:29][CH2:28][CH2:27][CH2:26][C:24]=3[N:25]=2)=[N:10][NH:11][CH:12]=1)=[O:7])[CH2:4][CH2:31][CH3:32]. The catalyst class is: 4. (8) Reactant: Cl[CH2:2][C:3](Cl)=[O:4].Cl.Cl.[Cl:8][C:9]1[C:10]([F:35])=[C:11]([NH:15][C:16]2[C:25]3[C:20](=[CH:21][C:22]([O:28][C@H:29]4[CH2:34][CH2:33][CH2:32][NH:31][CH2:30]4)=[C:23]([O:26][CH3:27])[CH:24]=3)[N:19]=[CH:18][N:17]=2)[CH:12]=[CH:13][CH:14]=1.C(N(C(C)C)CC)(C)C.[CH3:45][N:46]1[CH2:51][CH2:50][NH:49][CH2:48][CH2:47]1. Product: [Cl:8][C:9]1[C:10]([F:35])=[C:11]([NH:15][C:16]2[C:25]3[C:20](=[CH:21][C:22]([O:28][C@H:29]4[CH2:34][CH2:33][CH2:32][N:31]([C:3](=[O:4])[CH2:2][N:49]5[CH2:50][CH2:51][N:46]([CH3:45])[CH2:47][CH2:48]5)[CH2:30]4)=[C:23]([O:26][CH3:27])[CH:24]=3)[N:19]=[CH:18][N:17]=2)[CH:12]=[CH:13][CH:14]=1. The catalyst class is: 2. (9) Reactant: [Cl:1]([O-])(=O)=O.[K+].[Br:6][C:7]1[CH:8]=[CH:9][C:10](=[O:13])[NH:11][CH:12]=1. Product: [Br:6][C:7]1[CH:8]=[C:9]([Cl:1])[C:10](=[O:13])[NH:11][CH:12]=1. The catalyst class is: 223. (10) Reactant: [CH2:1]([N:8]([CH2:20][CH2:21][OH:22])[C:9](=[O:19])[C:10]1[CH:15]=[CH:14][C:13]([F:16])=[C:12]([Br:17])[C:11]=1F)[C:2]1[CH:7]=[CH:6][CH:5]=[CH:4][CH:3]=1.[H-].[Na+]. Product: [CH2:1]([N:8]1[C:9](=[O:19])[C:10]2[CH:15]=[CH:14][C:13]([F:16])=[C:12]([Br:17])[C:11]=2[O:22][CH2:21][CH2:20]1)[C:2]1[CH:7]=[CH:6][CH:5]=[CH:4][CH:3]=1. The catalyst class is: 9.